The task is: Predict the reactants needed to synthesize the given product.. This data is from Full USPTO retrosynthesis dataset with 1.9M reactions from patents (1976-2016). (1) Given the product [Br:12][C:7]1[C:8]([O:10][CH3:11])=[CH:9][C:2]([F:1])=[C:3]([CH:6]=1)[C:4]#[N:5], predict the reactants needed to synthesize it. The reactants are: [F:1][C:2]1[CH:9]=[C:8]([O:10][CH3:11])[CH:7]=[CH:6][C:3]=1[C:4]#[N:5].[Br:12]Br.C(Cl)Cl. (2) The reactants are: COC1N=C(C)C=CC=1C([O-])=O.CN(C=O)C.[C:18]([O:22][C:23]([N:25]([CH3:48])[C:26]([C:28]1[C:29]([C:41]2[CH:46]=[CH:45][C:44]([F:47])=[CH:43][CH:42]=2)=[N:30][N:31]2[CH:36]=[CH:35][C:34](B(O)O)=[C:33]([F:40])[C:32]=12)=[O:27])=[O:24])([CH3:21])([CH3:20])[CH3:19].Br[C:50]1[C:51]([CH3:62])=[N:52][C:53]([O:60][CH3:61])=[C:54]([CH:59]=1)[C:55]([O:57][CH3:58])=[O:56]. Given the product [C:18]([O:22][C:23]([N:25]([CH3:48])[C:26]([C:28]1[C:29]([C:41]2[CH:46]=[CH:45][C:44]([F:47])=[CH:43][CH:42]=2)=[N:30][N:31]2[CH:36]=[CH:35][C:34]([C:50]3[C:51]([CH3:62])=[N:52][C:53]([O:60][CH3:61])=[C:54]([CH:59]=3)[C:55]([O:57][CH3:58])=[O:56])=[C:33]([F:40])[C:32]=12)=[O:27])=[O:24])([CH3:21])([CH3:20])[CH3:19], predict the reactants needed to synthesize it. (3) Given the product [CH:23]1([C:26]2[CH:30]=[C:29]([CH2:31][NH:32][C:14]([C:12]3[CH:11]=[CH:10][C:9]([O:17][CH2:18][C:19]([F:20])([F:22])[F:21])=[C:8]([C:5]4[CH:4]=[CH:3][C:2]([Cl:1])=[CH:7][CH:6]=4)[N:13]=3)=[O:16])[O:28][N:27]=2)[CH2:25][CH2:24]1, predict the reactants needed to synthesize it. The reactants are: [Cl:1][C:2]1[CH:7]=[CH:6][C:5]([C:8]2[N:13]=[C:12]([C:14]([OH:16])=O)[CH:11]=[CH:10][C:9]=2[O:17][CH2:18][C:19]([F:22])([F:21])[F:20])=[CH:4][CH:3]=1.[CH:23]1([C:26]2[CH:30]=[C:29]([CH2:31][NH2:32])[O:28][N:27]=2)[CH2:25][CH2:24]1. (4) The reactants are: Cl[C:2]1[C:7]([Cl:8])=[N:6][N:5]([CH3:9])[C:4](=[O:10])[CH:3]=1.CC1(C)C(C)(C)OB([C:19]2[CH:24]=[CH:23][C:22]([NH:25][C:26](=[O:28])[CH3:27])=[CH:21][CH:20]=2)O1.C(=O)([O-])[O-].[Cs+].[Cs+]. Given the product [Cl:8][C:7]1[C:2]([C:19]2[CH:24]=[CH:23][C:22]([NH:25][C:26](=[O:28])[CH3:27])=[CH:21][CH:20]=2)=[CH:3][C:4](=[O:10])[N:5]([CH3:9])[N:6]=1, predict the reactants needed to synthesize it. (5) Given the product [ClH:58].[CH3:27][C:28]1([N:43]2[C:47]3[CH:48]=[CH:49][CH:50]=[CH:51][C:46]=3[N:45]([CH2:52][C:53]([NH:55][CH3:56])=[O:54])[C:44]2=[O:57])[CH2:33][CH2:32][N:31]([CH:34]2[C:42]3[C:37](=[CH:38][CH:39]=[CH:40][CH:41]=3)[CH2:36][CH2:35]2)[CH2:30][CH2:29]1, predict the reactants needed to synthesize it. The reactants are: CC1(N2C3C=CC=CC=3NC2=O)CCN(C2C3C(=CC=CC=3)CC2)CC1.[CH3:27][C:28]1([N:43]2[C:47]3[CH:48]=[CH:49][CH:50]=[CH:51][C:46]=3[N:45]([CH2:52][C:53]([NH:55][CH3:56])=[O:54])[C:44]2=[O:57])[CH2:33][CH2:32][N:31]([CH:34]2[C:42]3[C:37](=[CH:38][CH:39]=[CH:40][CH:41]=3)[CH2:36][CH2:35]2)[CH2:30][CH2:29]1.[ClH:58].Cl.C(OCC)(=O)C. (6) The reactants are: [CH2:1]([N:8]1[C:12]2=[C:13]([N:20]3[CH2:29][CH2:28][C:27]4[C:22](=[CH:23][CH:24]=[CH:25][CH:26]=4)[CH2:21]3)[N:14]=[C:15]([C:17](O)=[O:18])[CH:16]=[C:11]2[CH:10]=[C:9]1[CH3:30])[C:2]1[CH:7]=[CH:6][CH:5]=[CH:4][CH:3]=1.[CH3:31][N:32]1[CH2:37][CH2:36][NH:35][CH2:34][CH2:33]1. Given the product [CH2:1]([N:8]1[C:12]2=[C:13]([N:20]3[CH2:29][CH2:28][C:27]4[C:22](=[CH:23][CH:24]=[CH:25][CH:26]=4)[CH2:21]3)[N:14]=[C:15]([C:17]([N:35]3[CH2:36][CH2:37][N:32]([CH3:31])[CH2:33][CH2:34]3)=[O:18])[CH:16]=[C:11]2[CH:10]=[C:9]1[CH3:30])[C:2]1[CH:3]=[CH:4][CH:5]=[CH:6][CH:7]=1, predict the reactants needed to synthesize it. (7) The reactants are: [O:1]1[C:5]2[CH:6]=[CH:7][CH:8]=[CH:9][C:4]=2[CH:3]=[CH:2]1.[Li:10]CCCC.[S:15](=[O:17])=[O:16]. Given the product [Li+:10].[O:1]1[C:5]2[CH:6]=[CH:7][CH:8]=[CH:9][C:4]=2[CH:3]=[C:2]1[S:15]([O-:17])=[O:16], predict the reactants needed to synthesize it. (8) Given the product [Br:1][C:2]1[CH:3]=[C:4]([CH2:7][OH:8])[S:5][C:6]=1[Cl:9], predict the reactants needed to synthesize it. The reactants are: [Br:1][C:2]1[CH:3]=[C:4]([CH2:7][OH:8])[S:5][CH:6]=1.[Cl:9]N1C(=O)CCC1=O.